From a dataset of Catalyst prediction with 721,799 reactions and 888 catalyst types from USPTO. Predict which catalyst facilitates the given reaction. (1) Reactant: C1CCN(C(N=NC(N2CCCCC2)=O)=O)CC1.[CH2:19]([O:26][C:27]1[CH:28]=[CH:29][C:30]([OH:37])=[C:31]([CH:36]=1)[C:32]([O:34][CH3:35])=[O:33])[C:20]1[CH:25]=[CH:24][CH:23]=[CH:22][CH:21]=1.[CH3:38][O:39][CH2:40][CH:41](O)[CH3:42].C(P(CCCC)CCCC)CCC. Product: [CH2:19]([O:26][C:27]1[CH:28]=[CH:29][C:30]([O:37][CH:41]([CH3:42])[CH2:40][O:39][CH3:38])=[C:31]([CH:36]=1)[C:32]([O:34][CH3:35])=[O:33])[C:20]1[CH:21]=[CH:22][CH:23]=[CH:24][CH:25]=1. The catalyst class is: 1. (2) Reactant: Br[C:2]1[CH:3]=[N:4][CH:5]=[C:6]([Br:10])[C:7]=1[CH:8]=O.[C:11](=O)([O-])[O-].[Cs+].[Cs+].C[CH:18]([SH:22])[C:19]([O-:21])=[O:20]. Product: [CH3:11][O:21][C:19]([C:18]1[S:22][C:2]2=[CH:3][N:4]=[CH:5][C:6]([Br:10])=[C:7]2[CH:8]=1)=[O:20]. The catalyst class is: 1. (3) Reactant: [CH3:1][C:2]1[NH:3][C:4]2[CH:10]=[C:9]([N+:11]([O-:13])=[O:12])[CH:8]=[CH:7][C:5]=2[N:6]=1.[N+:14]([O-])([OH:16])=[O:15]. Product: [CH3:1][C:2]1[NH:6][C:5]2[CH:7]=[C:8]([N+:14]([O-:16])=[O:15])[C:9]([N+:11]([O-:13])=[O:12])=[CH:10][C:4]=2[N:3]=1. The catalyst class is: 65. (4) Reactant: [Br:1][C:2]1[CH:6]=[N:5][N:4]([CH3:7])[C:3]=1[NH:8][C:9]1[CH:14]=[CH:13][C:12](I)=[CH:11][CH:10]=1.[F:16][C:17]1[CH:22]=[CH:21][C:20](B(O)O)=[C:19]([CH3:26])[CH:18]=1.C(=O)([O-])[O-].[Cs+].[Cs+].COCCOC. Product: [Br:1][C:2]1[CH:6]=[N:5][N:4]([CH3:7])[C:3]=1[NH:8][C:9]1[CH:14]=[CH:13][C:12]([C:20]2[CH:21]=[CH:22][C:17]([F:16])=[CH:18][C:19]=2[CH3:26])=[CH:11][CH:10]=1. The catalyst class is: 690. (5) Reactant: [CH2:1]([O:4][NH:5][CH:6]1[CH2:11][N:10](C(OC(C)(C)C)=O)[C@H:9]([C:19](=[O:21])[NH2:20])[CH:8]=[C:7]1[CH2:22][C:23]([NH2:25])=[O:24])[CH:2]=[CH2:3].Cl.C([O-])([O-])=O.[K+].[K+]. Product: [CH2:1]([O:4][NH:5][CH:6]1[CH2:11][NH:10][C@@H:9]([C:19]([NH2:20])=[O:21])[CH:8]=[C:7]1[CH2:22][C:23]([NH2:25])=[O:24])[CH:2]=[CH2:3]. The catalyst class is: 2. (6) Reactant: [Cl:1][C:2]1[C:7]([O:8][C:9]2[N:14]=[CH:13][CH:12]=[CH:11][N:10]=2)=[CH:6][C:5]([NH2:15])=[C:4]([F:16])[CH:3]=1.[C:17](Cl)(Cl)=[S:18]. Product: [Cl:1][C:2]1[CH:3]=[C:4]([F:16])[C:5]([N:15]=[C:17]=[S:18])=[CH:6][C:7]=1[O:8][C:9]1[N:10]=[CH:11][CH:12]=[CH:13][N:14]=1. The catalyst class is: 13. (7) Reactant: [CH3:1][O:2][C:3](=[O:12])[C:4]1[C:5](=[CH:7][CH:8]=[C:9]([I:11])[CH:10]=1)[NH2:6].C(N(CC)CC)C.[CH3:20][S:21](Cl)(=[O:23])=[O:22]. Product: [I:11][C:9]1[CH:8]=[CH:7][C:5]([NH:6][S:21]([CH3:20])(=[O:23])=[O:22])=[C:4]([CH:10]=1)[C:3]([O:2][CH3:1])=[O:12]. The catalyst class is: 2. (8) Reactant: C(OC([N:8]1[CH2:12][C@@H:11]([CH2:13][N:14]([CH:31]([CH3:33])[CH3:32])[C:15](=[O:30])[C:16]2[CH:21]=[CH:20][C:19]([O:22][CH3:23])=[C:18]([O:24][CH2:25][CH2:26][CH2:27][O:28][CH3:29])[CH:17]=2)[C@H:10]([NH2:34])[CH2:9]1)=O)(C)(C)C.[CH3:35][O:36][C:37]1[CH:38]=[C:39]([CH2:43][S:44](Cl)(=[O:46])=[O:45])[CH:40]=[CH:41][CH:42]=1.CC#N.O.CC#N. Product: [CH:31]([N:14]([CH2:13][C@H:11]1[C@H:10]([NH:34][S:44]([CH2:43][C:39]2[CH:40]=[CH:41][CH:42]=[C:37]([O:36][CH3:35])[CH:38]=2)(=[O:46])=[O:45])[CH2:9][NH:8][CH2:12]1)[C:15](=[O:30])[C:16]1[CH:21]=[CH:20][C:19]([O:22][CH3:23])=[C:18]([O:24][CH2:25][CH2:26][CH2:27][O:28][CH3:29])[CH:17]=1)([CH3:33])[CH3:32]. The catalyst class is: 6. (9) Product: [O:1]1[C:5]2[CH:6]=[CH:7][CH:8]=[CH:9][C:4]=2[C:3]([CH2:10][S:15]([OH:18])(=[O:17])=[O:16])=[N:2]1. Reactant: [O:1]1[C:5]2[CH:6]=[CH:7][CH:8]=[CH:9][C:4]=2[C:3]([CH2:10]C(O)=O)=[N:2]1.Cl[S:15]([OH:18])(=[O:17])=[O:16]. The catalyst class is: 12.